This data is from Forward reaction prediction with 1.9M reactions from USPTO patents (1976-2016). The task is: Predict the product of the given reaction. (1) Given the reactants [H][H].C([O:10][C:11]1[CH:12]=[C:13]([C:17]([NH2:20])([CH3:19])[CH3:18])[CH:14]=[CH:15][CH:16]=1)C1C=CC=CC=1, predict the reaction product. The product is: [NH2:20][C:17]([C:13]1[CH:12]=[C:11]([OH:10])[CH:16]=[CH:15][CH:14]=1)([CH3:19])[CH3:18]. (2) Given the reactants [C:1]([C:5]1[CH:10]=[CH:9][C:8]([N:11]2[CH2:15][CH2:14][C:13]3([CH2:20][CH2:19][CH:18]([CH:21]([OH:26])[C:22]([F:25])([F:24])[F:23])[CH2:17][CH2:16]3)[C:12]2=[O:27])=[CH:7][CH:6]=1)([CH3:4])([CH3:3])[CH3:2].CC(OI1(OC(C)=O)(OC(C)=O)OC(=O)C2C=CC=CC1=2)=[O:30].C([O-])(O)=O.[Na+].[O-]S([O-])(=S)=O.[Na+].[Na+], predict the reaction product. The product is: [C:1]([C:5]1[CH:6]=[CH:7][C:8]([N:11]2[CH2:15][CH2:14][C:13]3([CH2:20][CH2:19][CH:18]([C:21]([OH:30])([OH:26])[C:22]([F:24])([F:25])[F:23])[CH2:17][CH2:16]3)[C:12]2=[O:27])=[CH:9][CH:10]=1)([CH3:4])([CH3:2])[CH3:3]. (3) The product is: [CH2:36]([O:34][C:33]([C:27]1([C:23]2[CH:24]=[CH:25][CH:26]=[C:21]([C:15]3[CH:14]=[C:13]([NH:12][CH2:11][CH2:10][C:4]4[CH:5]=[CH:6][C:7]([Cl:9])=[CH:8][C:3]=4[Cl:2])[N:18]=[C:17]([O:19][CH3:20])[N:16]=3)[CH:22]=2)[CH2:28][CH2:29][O:30][CH2:31][CH2:32]1)=[O:35])[CH3:37]. Given the reactants Cl.[Cl:2][C:3]1[CH:8]=[C:7]([Cl:9])[CH:6]=[CH:5][C:4]=1[CH2:10][CH2:11][NH:12][C:13]1[N:18]=[C:17]([O:19][CH3:20])[N:16]=[C:15]([C:21]2[CH:22]=[C:23]([C:27]3([C:33]([OH:35])=[O:34])[CH2:32][CH2:31][O:30][CH2:29][CH2:28]3)[CH:24]=[CH:25][CH:26]=2)[CH:14]=1.[CH2:36](O)[CH3:37], predict the reaction product. (4) Given the reactants [NH:1]1[C:5]([NH2:6])=[CH:4][CH:3]=[N:2]1.C([O:9][CH:10]=[CH:11][C:12](OCC)=O)C.C(=O)([O-])[O-].[Cs+].[Cs+], predict the reaction product. The product is: [N:2]1[N:1]2[CH:12]=[CH:11][C:10]([OH:9])=[N:6][C:5]2=[CH:4][CH:3]=1. (5) Given the reactants C([O:3][C:4](=[O:20])[CH2:5][CH:6]1[O:10][B:9]([OH:11])[C:8]2[CH:12]=[C:13]([OH:19])[CH:14]=[C:15]([CH2:16][O:17][CH3:18])[C:7]1=2)C.[Li+].[OH-].Cl, predict the reaction product. The product is: [OH:11][B:9]1[C:8]2[CH:12]=[C:13]([OH:19])[CH:14]=[C:15]([CH2:16][O:17][CH3:18])[C:7]=2[CH:6]([CH2:5][C:4]([OH:20])=[O:3])[O:10]1. (6) Given the reactants [CH3:1][O:2][C:3]1[C:4]([S:12][C:13]2[N:14](CC3C=CC(OC)=CC=3)[C:15]3[CH:20]=[CH:19][N:18]=[C:17]([NH2:21])[C:16]=3[N:22]=2)=[CH:5][C:6]2[O:10][CH2:9][O:8][C:7]=2[CH:11]=1.CC1C(SC2NC3C=CN=C(N)C=3N=2)=CC2OCOC=2C=1, predict the reaction product. The product is: [CH3:1][O:2][C:3]1[C:4]([S:12][C:13]2[NH:14][C:15]3[CH:20]=[CH:19][N:18]=[C:17]([NH2:21])[C:16]=3[N:22]=2)=[CH:5][C:6]2[O:10][CH2:9][O:8][C:7]=2[CH:11]=1. (7) Given the reactants [Cl:1][C:2]1[CH:7]=[C:6]([Cl:8])[CH:5]=[CH:4][C:3]=1[C:9](=O)[CH:10]([O:12][C:13]1[NH:14][N:15]=[C:16]([CH3:27])[C:17]=1[N:18]1[CH:22]=[CH:21][C:20]([C:23]([F:26])([F:25])[F:24])=[N:19]1)[CH3:11], predict the reaction product. The product is: [Cl:1][C:2]1[CH:7]=[C:6]([Cl:8])[CH:5]=[CH:4][C:3]=1[C:9]1[N:14]2[N:15]=[C:16]([CH3:27])[C:17]([N:18]3[CH:22]=[CH:21][C:20]([C:23]([F:26])([F:25])[F:24])=[N:19]3)=[C:13]2[O:12][C:10]=1[CH3:11]. (8) Given the reactants [CH3:1][O:2][C:3]([C:5]1[N:6]([CH2:13][C:14]([O:16][C:17]([CH3:20])([CH3:19])[CH3:18])=[O:15])[N:7]=[C:8]([N+:10]([O-])=O)[CH:9]=1)=[O:4].[H][H], predict the reaction product. The product is: [CH3:1][O:2][C:3]([C:5]1[N:6]([CH2:13][C:14]([O:16][C:17]([CH3:20])([CH3:19])[CH3:18])=[O:15])[N:7]=[C:8]([NH2:10])[CH:9]=1)=[O:4]. (9) Given the reactants [CH:1]1([CH2:4][N:5]2[CH:9]=[CH:8][N:7]=[C:6]2[CH2:10]O)[CH2:3][CH2:2]1.S(Cl)([Cl:14])=O, predict the reaction product. The product is: [ClH:14].[Cl:14][CH2:10][C:6]1[N:5]([CH2:4][CH:1]2[CH2:3][CH2:2]2)[CH:9]=[CH:8][N:7]=1.